This data is from Forward reaction prediction with 1.9M reactions from USPTO patents (1976-2016). The task is: Predict the product of the given reaction. Given the reactants [Mg].[CH2:2]([O:9][C:10]1[CH:17]=[CH:16][C:13]([CH2:14]Cl)=[CH:12][CH:11]=1)[C:3]1[CH:8]=[CH:7][CH:6]=[CH:5][CH:4]=1.[Cl-].[CH2:19]([O:21][C:22](=[O:36])[C:23](=[N:28][C:29]([O:31][C:32]([CH3:35])([CH3:34])[CH3:33])=[O:30])[C:24]([F:27])([F:26])[F:25])[CH3:20], predict the reaction product. The product is: [CH2:19]([O:21][C:22](=[O:36])[C:23]([CH2:14][C:13]1[CH:16]=[CH:17][C:10]([O:9][CH2:2][C:3]2[CH:8]=[CH:7][CH:6]=[CH:5][CH:4]=2)=[CH:11][CH:12]=1)([NH:28][C:29]([O:31][C:32]([CH3:35])([CH3:34])[CH3:33])=[O:30])[C:24]([F:27])([F:26])[F:25])[CH3:20].